This data is from Forward reaction prediction with 1.9M reactions from USPTO patents (1976-2016). The task is: Predict the product of the given reaction. (1) Given the reactants C([N:3]([CH2:14][CH3:15])[C:4](=[O:13])[C:5]1[CH:10]=[CH:9][CH:8]=[C:7]([F:11])[C:6]=1[CH3:12])C.[OH:16][C@@H:17]1[CH2:21][CH2:20][N:19]([CH2:22]CC(N(OC)C)=O)[CH2:18]1, predict the reaction product. The product is: [F:11][C:7]1[CH:8]=[CH:9][CH:10]=[C:5]2[C:6]=1[CH:12]=[C:14]([CH2:15][CH2:22][N:19]1[CH2:20][CH2:21][C@@H:17]([OH:16])[CH2:18]1)[NH:3][C:4]2=[O:13]. (2) The product is: [CH3:11][C:10]1[N:23]=[CH:14][N:8]([C:6]2[CH:5]=[C:4]([NH2:16])[CH:3]=[C:2]([Cl:1])[CH:7]=2)[C:9]=1[CH3:13]. Given the reactants [Cl:1][C:2]1[CH:3]=[C:4]([NH:16]C=O)[CH:5]=[C:6]([N:8]([CH:14]=O)[CH:9]([CH3:13])[C:10](=O)[CH3:11])[CH:7]=1.C([O-])(=O)C.[NH4+:23].C(O)(=O)C.[OH-].[Na+], predict the reaction product. (3) Given the reactants [CH3:1][S:2][C:3]1[S:4][C:5]([C:21]([OH:23])=O)=[C:6]2[CH2:14][CH2:13][C:12]3[CH:11]=[C:10]([C:15]4[CH:20]=[CH:19][CH:18]=[CH:17][CH:16]=4)[S:9][C:8]=3[C:7]=12.O1C=C[N:26]=C1Cl, predict the reaction product. The product is: [CH3:1][S:2][C:3]1[S:4][C:5]([C:21]([NH2:26])=[O:23])=[C:6]2[CH2:14][CH2:13][C:12]3[CH:11]=[C:10]([C:15]4[CH:20]=[CH:19][CH:18]=[CH:17][CH:16]=4)[S:9][C:8]=3[C:7]=12. (4) Given the reactants [N:1]1[CH:6]=[CH:5][C:4]([C:7]2[CH:11]=[C:10]([C:12]([O:14]C)=O)[NH:9][N:8]=2)=[CH:3][CH:2]=1.[OH-].[NH4+:17], predict the reaction product. The product is: [N:1]1[CH:2]=[CH:3][C:4]([C:7]2[CH:11]=[C:10]([C:12]([NH2:17])=[O:14])[NH:9][N:8]=2)=[CH:5][CH:6]=1. (5) Given the reactants [Cl:1][C:2]1[CH:3]=[C:4]([CH2:8][C:9](O)=O)[CH:5]=[CH:6][CH:7]=1.[CH3:12][C:13]1[CH:18]=[CH:17][CH:16]=[CH:15][C:14]=1[NH:19][C:20](=[S:23])[NH:21][NH2:22], predict the reaction product. The product is: [Cl:1][C:2]1[CH:3]=[C:4]([CH:5]=[CH:6][CH:7]=1)[CH2:8][C:9]1[N:19]([C:14]2[CH:15]=[CH:16][CH:17]=[CH:18][C:13]=2[CH3:12])[C:20](=[S:23])[NH:21][N:22]=1. (6) Given the reactants [C:1]([O:5][C:6](=[O:34])[NH:7][C:8]1([C:12]2[CH:17]=[CH:16][C:15]([C:18]3[N:19]=[C:20]4[CH:25]=[C:24](Br)[CH:23]=[CH:22][N:21]4[C:27]=3[C:28]3[CH:33]=[CH:32][CH:31]=[CH:30][CH:29]=3)=[CH:14][CH:13]=2)[CH2:11][CH2:10][CH2:9]1)([CH3:4])([CH3:3])[CH3:2].[NH:35]1[CH:39]=[CH:38][CH:37]=[N:36]1.P([O-])([O-])([O-])=O.[K+].[K+].[K+].C(N)CN.[Br-], predict the reaction product. The product is: [C:1]([O:5][C:6](=[O:34])[NH:7][C:8]1([C:12]2[CH:17]=[CH:16][C:15]([C:18]3[N:19]=[C:20]4[CH:25]=[C:24]([N:35]5[CH:39]=[CH:38][CH:37]=[N:36]5)[CH:23]=[CH:22][N:21]4[C:27]=3[C:28]3[CH:33]=[CH:32][CH:31]=[CH:30][CH:29]=3)=[CH:14][CH:13]=2)[CH2:11][CH2:10][CH2:9]1)([CH3:4])([CH3:3])[CH3:2]. (7) Given the reactants [CH3:1][O:2][C:3](=[O:35])[CH:4]([C:10]1[CH:15]=[CH:14][C:13]([CH:16]=[CH:17][C:18](=[O:34])[NH:19][C:20]2[CH:25]=[CH:24][CH:23]=[CH:22][C:21]=2[NH:26][C:27]([O:29][C:30]([CH3:33])([CH3:32])[CH3:31])=[O:28])=[CH:12][CH:11]=1)OS(C)(=O)=O.CCN(CC)CC.[OH:43][C@H:44]1[CH2:48][CH2:47][NH:46][CH2:45]1, predict the reaction product. The product is: [CH3:1][O:2][C:3](=[O:35])[CH:4]([C:10]1[CH:15]=[CH:14][C:13](/[CH:16]=[CH:17]/[C:18](=[O:34])[NH:19][C:20]2[CH:25]=[CH:24][CH:23]=[CH:22][C:21]=2[NH:26][C:27]([O:29][C:30]([CH3:31])([CH3:33])[CH3:32])=[O:28])=[CH:12][CH:11]=1)[N:46]1[CH2:47][CH2:48][C@H:44]([OH:43])[CH2:45]1. (8) Given the reactants [Br:1][C:2]1[CH:10]=[CH:9][CH:8]=[C:7]2[C:3]=1[C:4](F)([F:12])[C:5](=O)[NH:6]2, predict the reaction product. The product is: [Br:1][C:2]1[CH:10]=[CH:9][CH:8]=[C:7]2[C:3]=1[C:4]([F:12])=[CH:5][NH:6]2. (9) Given the reactants [F:1][C:2]([F:25])([F:24])[O:3][C:4]1[CH:9]=[CH:8][C:7]([N:10]2[C:14](=[O:15])[C:13]3=[C:16]([N+:20]([O-])=O)[CH:17]=[CH:18][CH:19]=[C:12]3[C:11]2=[O:23])=[CH:6][CH:5]=1.[H][H], predict the reaction product. The product is: [NH2:20][C:16]1[CH:17]=[CH:18][CH:19]=[C:12]2[C:11]([N:10]([C:7]3[CH:6]=[CH:5][C:4]([O:3][C:2]([F:25])([F:1])[F:24])=[CH:9][CH:8]=3)[C:14](=[O:15])[C:13]=12)=[O:23]. (10) Given the reactants C1(P(=O)(C2C=CC=CC=2)C2C=CC=CC=2)C=CC=CC=1.FC(F)(F)S(OS(C(F)(F)F)(=O)=O)(=O)=O.[N:36]1[CH:41]=[CH:40][CH:39]=[CH:38][C:37]=1[C:42](=O)[CH2:43][C:44]1[C:53]2[C:48](=[CH:49][CH:50]=[CH:51][CH:52]=2)[N:47]=[CH:46][CH:45]=1.C(N(CC)CC)C, predict the reaction product. The product is: [N:36]1[CH:41]=[CH:40][CH:39]=[CH:38][C:37]=1[C:42]#[C:43][C:44]1[C:53]2[C:48](=[CH:49][CH:50]=[CH:51][CH:52]=2)[N:47]=[CH:46][CH:45]=1.